Dataset: Full USPTO retrosynthesis dataset with 1.9M reactions from patents (1976-2016). Task: Predict the reactants needed to synthesize the given product. (1) Given the product [C:33]([C:36]1[CH:43]=[C:40]([CH2:41][NH:1][CH2:2][C@@H:3]([OH:32])[C@@H:4]([NH:12][C:13](=[O:31])[C:14]2[CH:30]=[CH:29][CH:28]=[C:16]([C:17]([N:19]([CH3:27])[CH2:20][C:21]3[S:22][CH:23]=[C:24]([CH3:26])[N:25]=3)=[O:18])[CH:15]=2)[CH2:5][C:6]2[CH:11]=[CH:10][CH:9]=[CH:8][CH:7]=2)[CH:39]=[N:38][CH:37]=1)(=[O:35])[CH3:34], predict the reactants needed to synthesize it. The reactants are: [NH2:1][CH2:2][C@@H:3]([OH:32])[C@@H:4]([NH:12][C:13](=[O:31])[C:14]1[CH:30]=[CH:29][CH:28]=[C:16]([C:17]([N:19]([CH3:27])[CH2:20][C:21]2[S:22][CH:23]=[C:24]([CH3:26])[N:25]=2)=[O:18])[CH:15]=1)[CH2:5][C:6]1[CH:11]=[CH:10][CH:9]=[CH:8][CH:7]=1.[C:33]([C:36]1[CH:37]=[N:38][CH:39]=[C:40]([CH:43]=1)[CH:41]=O)(=[O:35])[CH3:34]. (2) Given the product [CH2:23]([N:26]([CH2:27][CH2:28][CH3:29])[C:1](=[O:17])[C:2]1[CH:10]=[CH:9][C:5]([CH3:6])=[CH:4][C:3]=1[N+:11]([O-:13])=[O:12])[CH2:24][CH3:25], predict the reactants needed to synthesize it. The reactants are: [CH3:1][C:2]1[CH:10]=[CH:9][C:5]([C:6](O)=O)=[CH:4][C:3]=1[N+:11]([O-:13])=[O:12].CN(C)C=[O:17].S(Cl)(Cl)=O.[CH2:23]([NH:26][CH2:27][CH2:28][CH3:29])[CH2:24][CH3:25]. (3) The reactants are: [F:1][C:2]([F:33])([F:32])[C:3]1([CH2:7][N:8]2[CH2:13][CH2:12][CH:11]([CH2:14][O:15][C:16]3[CH:21]=[CH:20][C:19]([C:22]4[CH:27]=[CH:26][C:25]([C:28]([O:30]C)=[O:29])=[CH:24][CH:23]=4)=[CH:18][CH:17]=3)[CH2:10][CH2:9]2)[CH2:6][CH2:5][CH2:4]1.CO.O.[Li+].[OH-]. Given the product [F:33][C:2]([F:1])([F:32])[C:3]1([CH2:7][N:8]2[CH2:13][CH2:12][CH:11]([CH2:14][O:15][C:16]3[CH:21]=[CH:20][C:19]([C:22]4[CH:23]=[CH:24][C:25]([C:28]([OH:30])=[O:29])=[CH:26][CH:27]=4)=[CH:18][CH:17]=3)[CH2:10][CH2:9]2)[CH2:6][CH2:5][CH2:4]1, predict the reactants needed to synthesize it.